Dataset: Full USPTO retrosynthesis dataset with 1.9M reactions from patents (1976-2016). Task: Predict the reactants needed to synthesize the given product. (1) Given the product [N:1]1[C:10]2[C:5](=[CH:6][CH:7]=[CH:8][CH:9]=2)[CH:4]=[C:3]([NH:11][S:12]([C:15]2[C:16]([O:30][CH3:31])=[N:17][CH:18]=[C:19]([OH:36])[CH:20]=2)(=[O:14])=[O:13])[CH:2]=1, predict the reactants needed to synthesize it. The reactants are: [N:1]1[C:10]2[C:5](=[CH:6][CH:7]=[CH:8][CH:9]=2)[CH:4]=[C:3]([NH:11][S:12]([C:15]2[C:16]([O:30][CH3:31])=[N:17][CH:18]=[C:19](B3OC(C)(C)C(C)(C)O3)[CH:20]=2)(=[O:14])=[O:13])[CH:2]=1.OO.CC(O)=[O:36]. (2) Given the product [CH3:1][N:2]1[CH2:15][CH2:14][C:13]2[C:12]3[CH:11]=[C:10]([CH3:16])[CH:9]=[CH:8][C:7]=3[N:6]([CH2:18][CH2:17][C:19]3[CH:20]=[CH:21][C:22]([C:25]([OH:27])=[O:26])=[N:23][CH:24]=3)[C:5]=2[CH2:4][CH2:3]1, predict the reactants needed to synthesize it. The reactants are: [CH3:1][N:2]1[CH2:15][CH2:14][C:13]2[C:12]3[CH:11]=[C:10]([CH3:16])[CH:9]=[CH:8][C:7]=3[NH:6][C:5]=2[CH2:4][CH2:3]1.[CH:17]([C:19]1[CH:20]=[CH:21][C:22]([C:25]([OH:27])=[O:26])=[N:23][CH:24]=1)=[CH2:18]. (3) Given the product [CH3:1][O:2][C:3](=[O:17])[C:4]1[CH:12]=[C:11]([O:13][CH2:14][CH:15]=[CH2:16])[CH:10]=[C:6]([C:7]([NH:34][CH2:33][CH:32]([O:35][CH3:36])[O:31][CH3:30])=[O:9])[CH:5]=1, predict the reactants needed to synthesize it. The reactants are: [CH3:1][O:2][C:3](=[O:17])[C:4]1[CH:12]=[C:11]([O:13][CH2:14][CH:15]=[CH2:16])[CH:10]=[C:6]([C:7]([OH:9])=O)[CH:5]=1.C(Cl)(=O)C(Cl)=O.C(=O)([O-])[O-].[Na+].[Na+].[CH3:30][O:31][CH:32]([O:35][CH3:36])[CH2:33][NH2:34]. (4) Given the product [CH3:18][O:19][CH2:20][CH2:21][N:22]1[C:26]([CH3:27])=[C:25]([CH3:28])[S:24]/[C:23]/1=[N:29]\[C:11]([C:6]1[C:5]2[CH:4]=[CH:3][N:2]=[CH:1][C:10]=2[CH:9]=[CH:8][CH:7]=1)=[O:13], predict the reactants needed to synthesize it. The reactants are: [CH:1]1[C:10]2[CH:9]=[CH:8][CH:7]=[C:6]([C:11]([OH:13])=O)[C:5]=2[CH:4]=[CH:3][N:2]=1.S(Cl)(Cl)=O.[CH3:18][O:19][CH2:20][CH2:21][N:22]1[C:26]([CH3:27])=[C:25]([CH3:28])[S:24][C:23]1=[NH:29].CCN(CC)CC. (5) Given the product [CH:1]1([CH2:6][C:7]([NH:9][C:10]2[CH:11]=[N:12][N:13]([CH2:17][CH2:18][CH:19]([F:29])[CH2:20][N:21]3[CH:25]=[C:24]([C:26]([NH:40][CH2:39][C:35]4[CH:36]=[CH:37][CH:38]=[C:33]([O:32][C:31]([F:30])([F:41])[F:42])[CH:34]=4)=[O:28])[N:23]=[N:22]3)[C:14](=[O:16])[CH:15]=2)=[O:8])[CH2:2][CH2:3][CH2:4][CH2:5]1, predict the reactants needed to synthesize it. The reactants are: [CH:1]1([CH2:6][C:7]([NH:9][C:10]2[CH:11]=[N:12][N:13]([CH2:17][CH2:18][CH:19]([F:29])[CH2:20][N:21]3[CH:25]=[C:24]([C:26]([OH:28])=O)[N:23]=[N:22]3)[C:14](=[O:16])[CH:15]=2)=[O:8])[CH2:5][CH2:4][CH2:3][CH2:2]1.[F:30][C:31]([F:42])([F:41])[O:32][C:33]1[CH:34]=[C:35]([CH2:39][NH2:40])[CH:36]=[CH:37][CH:38]=1.CN(C(ON1N=NC2C=CC=NC1=2)=[N+](C)C)C.F[P-](F)(F)(F)(F)F.CCN(C(C)C)C(C)C. (6) Given the product [Br:1][C:2]1[CH:7]=[C:6]([NH2:8])[C:5]([CH3:11])=[N:4][C:3]=1[Cl:12], predict the reactants needed to synthesize it. The reactants are: [Br:1][C:2]1[C:3]([Cl:12])=[N:4][C:5]([CH3:11])=[C:6]([N+:8]([O-])=O)[CH:7]=1.CC(O)=O. (7) Given the product [CH3:21][O:22][CH2:23][O:9][CH2:8][CH2:7][C@H:5]1[CH2:4][O:3][C:2]([CH3:10])([CH3:1])[O:6]1, predict the reactants needed to synthesize it. The reactants are: [CH3:1][C:2]1([CH3:10])[O:6][C@@H:5]([CH2:7][CH2:8][OH:9])[CH2:4][O:3]1.CCN(C(C)C)C(C)C.Cl[CH2:21][O:22][CH3:23].[NH4+].[Cl-].